Task: Predict the product of the given reaction.. Dataset: Forward reaction prediction with 1.9M reactions from USPTO patents (1976-2016) Given the reactants [C:1]1([CH3:12])[CH:6]=[CH:5][C:4]([O:7][CH2:8][C:9]([Cl:11])=[O:10])=[CH:3][CH:2]=1.[CH2:13]([C:17]1C=CC(OCC(O)=O)=CC=1)[CH:14](C)C.O=S(Cl)Cl, predict the reaction product. The product is: [CH2:12]([C:1]1[CH:6]=[CH:5][C:4]([O:7][CH2:8][C:9]([Cl:11])=[O:10])=[CH:3][CH:2]=1)[CH:13]([CH3:17])[CH3:14].